From a dataset of Full USPTO retrosynthesis dataset with 1.9M reactions from patents (1976-2016). Predict the reactants needed to synthesize the given product. (1) The reactants are: [F:1][C:2]1[CH:7]=[CH:6][C:5]([F:8])=[CH:4][C:3]=1[N+:9]([O-])=O.[CH:12]([Mg]Br)=[CH2:13].[NH4+].[Cl-]. Given the product [F:8][C:5]1[CH:6]=[CH:7][C:2]([F:1])=[C:3]2[C:4]=1[CH:12]=[CH:13][NH:9]2, predict the reactants needed to synthesize it. (2) Given the product [OH:50][NH:49][C:17](=[O:18])[CH2:16][CH2:15][CH2:14][CH2:13][CH2:12][CH2:11][NH:10][C:8](=[O:9])[C:7]1[CH:6]=[CH:5][C:4]([CH2:3][C:2](=[O:1])[NH:23][C:24]2[CH:25]=[CH:26][CH:27]=[C:28]3[C:33]=2[N:32]=[CH:31][CH:30]=[CH:29]3)=[CH:22][CH:21]=1, predict the reactants needed to synthesize it. The reactants are: [O:1]=[C:2]([NH:23][C:24]1[CH:25]=[CH:26][CH:27]=[C:28]2[C:33]=1[N:32]=[CH:31][CH:30]=[CH:29]2)[CH2:3][C:4]1[CH:22]=[CH:21][C:7]([C:8]([NH:10][CH2:11][CH2:12][CH2:13][CH2:14][CH2:15][CH2:16][C:17](OC)=[O:18])=[O:9])=[CH:6][CH:5]=1.[C-]#N.[K+].Cl.C(OCC)(=O)C.C1COCC1.[NH2:49][OH:50]. (3) Given the product [CH2:25]([C:19]1[NH:18][C:2]([C:8]2[CH:13]=[CH:12][C:11]([C:14]([F:17])([F:16])[F:15])=[CH:10][CH:9]=2)=[CH:3][C:4](=[O:6])[C:20]=1[C:21]([O:23][CH3:24])=[O:22])[CH3:26], predict the reactants needed to synthesize it. The reactants are: O=[C:2]([C:8]1[CH:13]=[CH:12][C:11]([C:14]([F:17])([F:16])[F:15])=[CH:10][CH:9]=1)[CH2:3][C:4]([O:6]C)=O.[NH2:18][C:19]([CH2:25][CH3:26])=[CH:20][C:21]([O:23][CH3:24])=[O:22]. (4) Given the product [CH2:29]([O:19][C:18](=[O:20])[C:17]1[CH:21]=[CH:22][C:14]([C:13]#[C:12][C:9]2[CH:10]=[C:11]3[C:6](=[CH:7][CH:8]=2)[S:5][CH2:4][CH2:3][C:2]3([CH3:23])[CH3:1])=[N:15][CH:16]=1)[CH3:30], predict the reactants needed to synthesize it. The reactants are: [CH3:1][C:2]1([CH3:23])[C:11]2[C:6](=[CH:7][CH:8]=[C:9]([C:12]#[C:13][C:14]3[CH:22]=[CH:21][C:17]([C:18]([OH:20])=[O:19])=[CH:16][N:15]=3)[CH:10]=2)[S:5][CH2:4][CH2:3]1.S(=O)(=O)(O)O.[CH2:29](O)[CH3:30]. (5) Given the product [Cl:1][C:2]1[CH:3]=[CH:4][C:5]2[C:14]3[C:9](=[CH:10][C:11]([C:27]4[CH:26]=[CH:48][C:30]5[N:31]=[C:32]([C@H:34]6[CH:39]7[CH2:40][C@H:36]([CH2:37][CH2:38]7)[N:35]6[C:41]([O:43][C:44]([CH3:46])([CH3:45])[CH3:47])=[O:42])[NH:33][C:29]=5[CH:28]=4)=[CH:12][CH:13]=3)[O:8][CH2:7][C:6]=2[CH:24]=1, predict the reactants needed to synthesize it. The reactants are: [Cl:1][C:2]1[CH:3]=[CH:4][C:5]2[C:14]3[C:9](=[CH:10][C:11](B4OC(C)(C)C(C)(C)O4)=[CH:12][CH:13]=3)[O:8][CH2:7][C:6]=2[CH:24]=1.Br[C:26]1[CH:27]=[CH:28][C:29]2[N:33]=[C:32]([C@@H:34]3[C@@H:39]4[CH2:40][C@@H:36]([CH2:37][CH2:38]4)[N:35]3[C:41]([O:43][C:44]([CH3:47])([CH3:46])[CH3:45])=[O:42])[NH:31][C:30]=2[CH:48]=1.C(=O)([O-])[O-].[K+].[K+]. (6) Given the product [CH3:1][C@H:2]1[C@:6]23[CH2:11][C@H:10]([C:12]([CH3:14])([CH3:13])[C@@H:5]2[CH2:4][CH2:3]1)[C@@:9]([OH:16])([CH3:15])[CH2:8][CH2:7]3.[C:24]([O-:27])(=[O:29])[CH:25]=[CH2:26], predict the reactants needed to synthesize it. The reactants are: [CH3:1][C@H:2]1[C@:6]23[CH2:11][C@H:10]([C:12]([CH3:14])([CH3:13])[C@@H:5]2[CH2:4][CH2:3]1)[C@@:9]([OH:16])([CH3:15])[CH2:8][CH2:7]3.C(N(CC)CC)C.[C:24](Cl)(=[O:27])[CH:25]=[CH2:26].[OH2:29]. (7) Given the product [CH2:6]([N:13]1[C:21]2[C:16](=[CH:17][CH:18]=[CH:19][CH:20]=2)[C:15]([CH2:23][OH:24])=[N:14]1)[C:7]1[CH:12]=[CH:11][CH:10]=[CH:9][CH:8]=1, predict the reactants needed to synthesize it. The reactants are: C([Mg]Cl)(C)C.[CH2:6]([N:13]1[C:21]2[C:16](=[CH:17][CH:18]=[CH:19][CH:20]=2)[C:15](Br)=[N:14]1)[C:7]1[CH:12]=[CH:11][CH:10]=[CH:9][CH:8]=1.[CH2:23]=[O:24].OP(O)(O)=O. (8) Given the product [NH2:17][C:18]1[CH:23]=[CH:22][C:21]([C:2]2[CH:16]=[CH:15][C:5]([C:6]([C@@H:8]3[CH2:10][C@H:9]3[C:11]([O:13][CH3:14])=[O:12])=[O:7])=[CH:4][CH:3]=2)=[CH:20][CH:19]=1, predict the reactants needed to synthesize it. The reactants are: Br[C:2]1[CH:16]=[CH:15][C:5]([C:6]([C@@H:8]2[CH2:10][C@H:9]2[C:11]([O:13][CH3:14])=[O:12])=[O:7])=[CH:4][CH:3]=1.[NH2:17][C:18]1[CH:23]=[CH:22][C:21](B(O)O)=[CH:20][CH:19]=1.C([O-])([O-])=O.[Na+].[Na+].ClCCl.